Predict the reactants needed to synthesize the given product. From a dataset of Full USPTO retrosynthesis dataset with 1.9M reactions from patents (1976-2016). Given the product [CH:6]1([CH2:9][O:10][C:11]2[CH:12]=[CH:13][C:14]([N:17]3[C:22](=[O:23])[C:21]4[NH:24][CH:25]=[CH:26][C:20]=4[N:19]=[C:18]3[S:27][CH2:29][CH2:30][CH2:31][O:32][CH2:33][CH2:34][O:35][CH3:36])=[CH:15][CH:16]=2)[CH2:7][CH2:8]1, predict the reactants needed to synthesize it. The reactants are: C(=O)([O-])O.[Na+].[CH:6]1([CH2:9][O:10][C:11]2[CH:16]=[CH:15][C:14]([N:17]3[C:22](=[O:23])[C:21]4[NH:24][CH:25]=[CH:26][C:20]=4[NH:19][C:18]3=[S:27])=[CH:13][CH:12]=2)[CH2:8][CH2:7]1.Br[CH2:29][CH2:30][CH2:31][O:32][CH2:33][CH2:34][O:35][CH3:36].[I-].[Na+].